Dataset: Reaction yield outcomes from USPTO patents with 853,638 reactions. Task: Predict the reaction yield, written as a fraction of the theoretical maximum amount of product (1.0 means a 100% yield; for example, 0.34 means a 34% yield). (1) The reactants are [Br:1][C:2]1[CH:3]=[CH:4][C:5]2[CH:11]3[CH2:12][CH:9]([CH2:10]3)[N:8]3[C:13]([CH2:20]O)=[C:14]([C:16]([O:18][CH3:19])=[O:17])[N:15]=[C:7]3[C:6]=2[CH:22]=1.[CH3:23][C:24]1[NH:25][C:26]2[CH:32]=[CH:31][CH:30]=[CH:29][C:27]=2[N:28]=1.C1(P(C2C=CC=CC=2)C2C=CC=CC=2)C=CC=CC=1.CC(OC(/N=N/C(OC(C)(C)C)=O)=O)(C)C. The catalyst is O1CCCC1. The product is [Br:1][C:2]1[CH:3]=[CH:4][C:5]2[CH:11]3[CH2:10][CH:9]([CH2:12]3)[N:8]3[C:13]([CH2:20][N:25]4[C:26]5[CH:32]=[CH:31][CH:30]=[CH:29][C:27]=5[N:28]=[C:24]4[CH3:23])=[C:14]([C:16]([O:18][CH3:19])=[O:17])[N:15]=[C:7]3[C:6]=2[CH:22]=1. The yield is 0.430. (2) The reactants are Cl.[NH:2]1[CH2:6][C@H:5]([OH:7])[C@@H:4]([OH:8])[CH2:3]1.[Cl:9][C:10]1[N:15]=[C:14]([C:16]([O:18][CH3:19])=[O:17])[CH:13]=[C:12](Cl)[N:11]=1.CCN(C(C)C)C(C)C. The catalyst is C(#N)C. The product is [Cl:9][C:10]1[N:15]=[C:14]([C:16]([O:18][CH3:19])=[O:17])[CH:13]=[C:12]([N:2]2[CH2:6][C@H:5]([OH:7])[C@@H:4]([OH:8])[CH2:3]2)[N:11]=1. The yield is 0.830. (3) The reactants are [CH3:1][O:2][C:3]([C:5]1([C:8]2[CH:13]=[C:12]([I:14])[C:11]([OH:15])=[C:10]([I:16])[CH:9]=2)[CH2:7][CH2:6]1)=[O:4].Cl[CH2:18][C:19]([CH3:21])=[CH2:20].C([O-])([O-])=O.[K+].[K+]. The catalyst is CC(C)=O.[Na+].[I-]. The product is [CH3:1][O:2][C:3]([C:5]1([C:8]2[CH:9]=[C:10]([I:16])[C:11]([O:15][CH2:20][C:19]([CH3:21])=[CH2:18])=[C:12]([I:14])[CH:13]=2)[CH2:7][CH2:6]1)=[O:4]. The yield is 0.970. (4) The reactants are [CH:1]1([C:4]2[C:5]([N:24]([C:29]3[CH:30]=[CH:31][C:32]([N+:44]([O-:46])=[O:45])=[C:33]([CH:35](C(OC)=O)[C:36]([O:38]C)=[O:37])[CH:34]=3)[S:25]([CH3:28])(=[O:27])=[O:26])=[CH:6][C:7]3[O:11][C:10]([C:12]4[CH:17]=[CH:16][C:15]([F:18])=[CH:14][CH:13]=4)=[C:9]([C:19](=[O:22])[NH:20][CH3:21])[C:8]=3[CH:23]=2)[CH2:3][CH2:2]1.[OH-].[Na+].Cl. The catalyst is C1COCC1.CO.O. The product is [CH:1]1([C:4]2[C:5]([N:24]([C:29]3[CH:30]=[CH:31][C:32]([N+:44]([O-:46])=[O:45])=[C:33]([CH2:35][C:36]([OH:38])=[O:37])[CH:34]=3)[S:25]([CH3:28])(=[O:27])=[O:26])=[CH:6][C:7]3[O:11][C:10]([C:12]4[CH:17]=[CH:16][C:15]([F:18])=[CH:14][CH:13]=4)=[C:9]([C:19](=[O:22])[NH:20][CH3:21])[C:8]=3[CH:23]=2)[CH2:3][CH2:2]1. The yield is 0.750. (5) The reactants are [CH:1]1([P:7]([CH:14]2[CH2:19][CH2:18][CH2:17][CH2:16][CH2:15]2)[CH:8]2[CH2:13][CH2:12][CH2:11][CH2:10][CH2:9]2)[CH2:6][CH2:5][CH2:4][CH2:3][CH2:2]1.F[B-](F)(F)F.[H+].F[B-](F)(F)F.C1([PH+](C2CCCCC2)C2CCCCC2)CCCCC1.[C:50]1([B-:56]([C:69]2[CH:74]=[CH:73][CH:72]=[CH:71][CH:70]=2)([C:63]2[CH:68]=[CH:67][CH:66]=[CH:65][CH:64]=2)[C:57]2[CH:62]=[CH:61][CH:60]=[CH:59][CH:58]=2)[CH:55]=[CH:54][CH:53]=[CH:52][CH:51]=1.[Na+]. No catalyst specified. The product is [C:69]1([B-:56]([C:50]2[CH:51]=[CH:52][CH:53]=[CH:54][CH:55]=2)([C:57]2[CH:58]=[CH:59][CH:60]=[CH:61][CH:62]=2)[C:63]2[CH:68]=[CH:67][CH:66]=[CH:65][CH:64]=2)[CH:70]=[CH:71][CH:72]=[CH:73][CH:74]=1.[CH:14]1([PH+:7]([CH:1]2[CH2:2][CH2:3][CH2:4][CH2:5][CH2:6]2)[CH:8]2[CH2:13][CH2:12][CH2:11][CH2:10][CH2:9]2)[CH2:15][CH2:16][CH2:17][CH2:18][CH2:19]1. The yield is 0.750. (6) The product is [Cl:1][C:2]1[CH:7]=[CH:6][CH:5]=[CH:4][C:3]=1[C:8]([C:9]1[CH:10]=[N:11][N:12]2[C:17]([N:18]([CH3:25])[C:19]3[CH:24]=[CH:23][CH:22]=[CH:21][CH:20]=3)=[N:16][C:15]([CH2:26][CH2:27][CH3:28])=[N:14][C:13]=12)=[O:29]. The yield is 0.900. The catalyst is C(Cl)Cl.[O-2].[O-2].[Mn+4]. The reactants are [Cl:1][C:2]1[CH:7]=[CH:6][CH:5]=[CH:4][C:3]=1[CH:8]([OH:29])[C:9]1[CH:10]=[N:11][N:12]2[C:17]([N:18]([CH3:25])[C:19]3[CH:24]=[CH:23][CH:22]=[CH:21][CH:20]=3)=[N:16][C:15]([CH2:26][CH2:27][CH3:28])=[N:14][C:13]=12. (7) The reactants are [CH2:1]([O:3][C:4]([C:6]1[CH:7]=[C:8]2[C:13](=[CH:14][CH:15]=1)[NH:12][CH:11]([C:16]1[CH:21]=[CH:20][CH:19]=[C:18]([NH:22][C:23]([C:26](O)=[O:27])([CH3:25])[CH3:24])[CH:17]=1)[C:10]([CH3:30])([CH3:29])[CH2:9]2)=[O:5])[CH3:2].[CH:31]([NH2:34])([CH3:33])[CH3:32].CN(C(ON1N=NC2C=CC=NC1=2)=[N+](C)C)C.F[P-](F)(F)(F)(F)F.C(N(CC)CC)C. The catalyst is ClCCl. The product is [CH2:1]([O:3][C:4]([C:6]1[CH:7]=[C:8]2[C:13](=[CH:14][CH:15]=1)[NH:12][CH:11]([C:16]1[CH:21]=[CH:20][CH:19]=[C:18]([NH:22][C:23]([C:26](=[O:27])[NH:34][CH:31]([CH3:33])[CH3:32])([CH3:25])[CH3:24])[CH:17]=1)[C:10]([CH3:29])([CH3:30])[CH2:9]2)=[O:5])[CH3:2]. The yield is 0.940.